Dataset: Forward reaction prediction with 1.9M reactions from USPTO patents (1976-2016). Task: Predict the product of the given reaction. (1) Given the reactants C(OC(=O)[NH:7][C:8]1([C:14]2[CH:19]=[CH:18][C:17]([C:20]3[C:25]([C:26]4[CH:31]=[CH:30][CH:29]=[CH:28][CH:27]=4)=[CH:24][N:23]4[N:32]=[C:33]([C:36]5[CH:41]=[CH:40][CH:39]=[CH:38][CH:37]=5)[C:34]([CH3:35])=[C:22]4[N:21]=3)=[CH:16][CH:15]=2)[CH2:11][C:10]([OH:13])([CH3:12])[CH2:9]1)(C)(C)C.C(O)(C(F)(F)F)=O, predict the reaction product. The product is: [NH2:7][C:8]1([C:14]2[CH:15]=[CH:16][C:17]([C:20]3[C:25]([C:26]4[CH:31]=[CH:30][CH:29]=[CH:28][CH:27]=4)=[CH:24][N:23]4[N:32]=[C:33]([C:36]5[CH:37]=[CH:38][CH:39]=[CH:40][CH:41]=5)[C:34]([CH3:35])=[C:22]4[N:21]=3)=[CH:18][CH:19]=2)[CH2:9][C:10]([CH3:12])([OH:13])[CH2:11]1. (2) Given the reactants [NH2:1][C:2]([CH2:9][C:10](=[O:12])[O-:11])([CH2:4][N+:5]([CH3:8])([CH3:7])[CH3:6])O.[F:13][C:14]1[CH:19]=[CH:18][C:17]([N:20]=[C:21]=[O:22])=[C:16]([F:23])[C:15]=1[F:24], predict the reaction product. The product is: [C:10]([O-:12])(=[O:11])[CH3:9].[C:10]([CH2:9][C@@H:2]([NH:1][C:21]([NH:20][C:17]1[CH:18]=[CH:19][C:14]([F:13])=[C:15]([F:24])[C:16]=1[F:23])=[O:22])[CH2:4][N+:5]([CH3:8])([CH3:7])[CH3:6])([OH:11])=[O:12]. (3) Given the reactants [Cl:1][C:2]1[C:3]([NH:19][CH:20]2[CH2:25][CH2:24][N:23](C(OC(C)(C)C)=O)[CH2:22][CH2:21]2)=[N:4][C:5]([NH:8][C:9]2[CH:10]=[CH:11][C:12]3[C:16]([CH:17]=2)=[N:15][N:14]([CH3:18])[CH:13]=3)=[N:6][CH:7]=1.Cl, predict the reaction product. The product is: [Cl:1][C:2]1[C:3]([NH:19][CH:20]2[CH2:21][CH2:22][NH:23][CH2:24][CH2:25]2)=[N:4][C:5]([NH:8][C:9]2[CH:10]=[CH:11][C:12]3[C:16]([CH:17]=2)=[N:15][N:14]([CH3:18])[CH:13]=3)=[N:6][CH:7]=1. (4) Given the reactants [NH2:1][C:2]1[CH:16]=[CH:15][C:5]([C:6]([C:8]2[CH:13]=[CH:12][C:11]([NH2:14])=[CH:10][CH:9]=2)=[O:7])=[CH:4][CH:3]=1.[OH:17][CH2:18][CH2:19][N:20]([CH2:30][CH2:31][OH:32])[C:21]1[CH:29]=[CH:28][C:24]([C:25]([O-])=[O:26])=[CH:23][CH:22]=1, predict the reaction product. The product is: [C:6]([C:8]1[CH:13]=[CH:12][C:11]([NH:14][C:25](=[O:26])[C:24]2[CH:28]=[CH:29][C:21]([N:20]([CH2:30][CH2:31][OH:32])[CH2:19][CH2:18][OH:17])=[CH:22][CH:23]=2)=[CH:10][CH:9]=1)([C:5]1[CH:15]=[CH:16][C:2]([NH:1][C:25](=[O:26])[C:24]2[CH:28]=[CH:29][C:21]([N:20]([CH2:19][CH2:18][OH:17])[CH2:30][CH2:31][OH:32])=[CH:22][CH:23]=2)=[CH:3][CH:4]=1)=[O:7]. (5) Given the reactants [C:1]([C@@H:3]([NH:8][C:9]([C@@H:11]1[CH2:16][CH2:15][CH2:14][CH2:13][C@@H:12]1[NH:17][C:18]([C:20]1[NH:21][C:22]2[C:27]([CH:28]=1)=[CH:26][CH:25]=[C:24]([Cl:29])[CH:23]=2)=[O:19])=[O:10])[CH2:4][CH2:5][S:6][CH3:7])#[N:2].Cl[C:31]1C=C2C(C=C(C(O)=O)N2)=CC=1.N[C@H](C(N)=O)CCSC.Cl, predict the reaction product. The product is: [C:1]([C@@H:3]([NH:8][C:9]([C@@H:11]1[CH2:16][CH2:15][CH2:14][CH2:13][C@@H:12]1[NH:17][C:18]([C:20]1[N:21]([CH3:31])[C:22]2[C:27]([CH:28]=1)=[CH:26][CH:25]=[C:24]([Cl:29])[CH:23]=2)=[O:19])=[O:10])[CH2:4][CH2:5][S:6][CH3:7])#[N:2].